Dataset: NCI-60 drug combinations with 297,098 pairs across 59 cell lines. Task: Regression. Given two drug SMILES strings and cell line genomic features, predict the synergy score measuring deviation from expected non-interaction effect. (1) Drug 1: CC1=C(C=C(C=C1)NC2=NC=CC(=N2)N(C)C3=CC4=NN(C(=C4C=C3)C)C)S(=O)(=O)N.Cl. Drug 2: CC1=CC2C(CCC3(C2CCC3(C(=O)C)OC(=O)C)C)C4(C1=CC(=O)CC4)C. Cell line: IGROV1. Synergy scores: CSS=3.91, Synergy_ZIP=4.28, Synergy_Bliss=8.56, Synergy_Loewe=6.17, Synergy_HSA=7.00. (2) Drug 1: CC12CCC3C(C1CCC2=O)CC(=C)C4=CC(=O)C=CC34C. Drug 2: CCCS(=O)(=O)NC1=C(C(=C(C=C1)F)C(=O)C2=CNC3=C2C=C(C=N3)C4=CC=C(C=C4)Cl)F. Cell line: HS 578T. Synergy scores: CSS=45.0, Synergy_ZIP=1.37, Synergy_Bliss=3.67, Synergy_Loewe=-0.679, Synergy_HSA=-0.982. (3) Drug 1: CN(C)C1=NC(=NC(=N1)N(C)C)N(C)C. Drug 2: C1=NC2=C(N=C(N=C2N1C3C(C(C(O3)CO)O)F)Cl)N. Cell line: UACC-257. Synergy scores: CSS=20.8, Synergy_ZIP=1.74, Synergy_Bliss=-0.278, Synergy_Loewe=-25.0, Synergy_HSA=-6.17. (4) Drug 1: CNC(=O)C1=CC=CC=C1SC2=CC3=C(C=C2)C(=NN3)C=CC4=CC=CC=N4. Drug 2: CC1=C(C(=O)C2=C(C1=O)N3CC4C(C3(C2COC(=O)N)OC)N4)N. Cell line: RPMI-8226. Synergy scores: CSS=20.9, Synergy_ZIP=-0.0304, Synergy_Bliss=2.76, Synergy_Loewe=-24.4, Synergy_HSA=-1.20.